This data is from NCI-60 drug combinations with 297,098 pairs across 59 cell lines. The task is: Regression. Given two drug SMILES strings and cell line genomic features, predict the synergy score measuring deviation from expected non-interaction effect. (1) Drug 1: CN(CCCl)CCCl.Cl. Drug 2: COC1=C2C(=CC3=C1OC=C3)C=CC(=O)O2. Cell line: HCT-15. Synergy scores: CSS=18.7, Synergy_ZIP=-1.93, Synergy_Bliss=-4.44, Synergy_Loewe=-27.9, Synergy_HSA=-6.07. (2) Drug 1: C1CC(C1)(C(=O)O)C(=O)O.[NH2-].[NH2-].[Pt+2]. Drug 2: B(C(CC(C)C)NC(=O)C(CC1=CC=CC=C1)NC(=O)C2=NC=CN=C2)(O)O. Cell line: 786-0. Synergy scores: CSS=48.0, Synergy_ZIP=3.52, Synergy_Bliss=6.77, Synergy_Loewe=-39.0, Synergy_HSA=-0.253. (3) Drug 1: CC1C(C(CC(O1)OC2CC(CC3=C2C(=C4C(=C3O)C(=O)C5=C(C4=O)C(=CC=C5)OC)O)(C(=O)C)O)N)O.Cl. Drug 2: CCCCCOC(=O)NC1=NC(=O)N(C=C1F)C2C(C(C(O2)C)O)O. Cell line: MCF7. Synergy scores: CSS=16.9, Synergy_ZIP=1.83, Synergy_Bliss=3.45, Synergy_Loewe=-14.1, Synergy_HSA=2.49. (4) Drug 1: C1CC(=O)NC(=O)C1N2CC3=C(C2=O)C=CC=C3N. Drug 2: CC12CCC3C(C1CCC2O)C(CC4=C3C=CC(=C4)O)CCCCCCCCCS(=O)CCCC(C(F)(F)F)(F)F. Cell line: NCI-H460. Synergy scores: CSS=8.64, Synergy_ZIP=-1.23, Synergy_Bliss=2.45, Synergy_Loewe=3.19, Synergy_HSA=2.11. (5) Drug 1: CN1C(=O)N2C=NC(=C2N=N1)C(=O)N. Drug 2: CCCCCOC(=O)NC1=NC(=O)N(C=C1F)C2C(C(C(O2)C)O)O. Cell line: SF-268. Synergy scores: CSS=-4.20, Synergy_ZIP=1.09, Synergy_Bliss=-0.494, Synergy_Loewe=-5.52, Synergy_HSA=-5.39. (6) Drug 1: C1=CN(C=N1)CC(O)(P(=O)(O)O)P(=O)(O)O. Drug 2: CC1C(C(CC(O1)OC2CC(CC3=C2C(=C4C(=C3O)C(=O)C5=C(C4=O)C(=CC=C5)OC)O)(C(=O)CO)O)N)O.Cl. Cell line: SK-MEL-5. Synergy scores: CSS=34.2, Synergy_ZIP=-3.57, Synergy_Bliss=-0.403, Synergy_Loewe=-7.35, Synergy_HSA=0.755. (7) Drug 1: CS(=O)(=O)C1=CC(=C(C=C1)C(=O)NC2=CC(=C(C=C2)Cl)C3=CC=CC=N3)Cl. Drug 2: C1CN1P(=S)(N2CC2)N3CC3. Cell line: U251. Synergy scores: CSS=9.49, Synergy_ZIP=-6.63, Synergy_Bliss=-4.32, Synergy_Loewe=-9.48, Synergy_HSA=-2.92. (8) Drug 1: CCN(CC)CCNC(=O)C1=C(NC(=C1C)C=C2C3=C(C=CC(=C3)F)NC2=O)C. Drug 2: C(=O)(N)NO. Cell line: ACHN. Synergy scores: CSS=8.86, Synergy_ZIP=1.82, Synergy_Bliss=5.12, Synergy_Loewe=-8.49, Synergy_HSA=0.501. (9) Drug 1: C1=CC(=CC=C1CC(C(=O)O)N)N(CCCl)CCCl.Cl. Drug 2: C1=CC(=CC=C1CCCC(=O)O)N(CCCl)CCCl. Cell line: MDA-MB-435. Synergy scores: CSS=-4.89, Synergy_ZIP=0.501, Synergy_Bliss=-0.361, Synergy_Loewe=-7.76, Synergy_HSA=-6.05. (10) Drug 1: CC1=C2C(C(=O)C3(C(CC4C(C3C(C(C2(C)C)(CC1OC(=O)C(C(C5=CC=CC=C5)NC(=O)OC(C)(C)C)O)O)OC(=O)C6=CC=CC=C6)(CO4)OC(=O)C)O)C)O. Drug 2: C1=CC=C(C(=C1)C(C2=CC=C(C=C2)Cl)C(Cl)Cl)Cl. Cell line: A549. Synergy scores: CSS=0.293, Synergy_ZIP=0.192, Synergy_Bliss=0.160, Synergy_Loewe=-1.62, Synergy_HSA=-1.01.